This data is from Merck oncology drug combination screen with 23,052 pairs across 39 cell lines. The task is: Regression. Given two drug SMILES strings and cell line genomic features, predict the synergy score measuring deviation from expected non-interaction effect. (1) Drug 1: CN1C(=O)C=CC2(C)C3CCC4(C)C(NC(=O)OCC(F)(F)F)CCC4C3CCC12. Drug 2: O=P1(N(CCCl)CCCl)NCCCO1. Cell line: A2780. Synergy scores: synergy=3.98. (2) Drug 1: C=CCn1c(=O)c2cnc(Nc3ccc(N4CCN(C)CC4)cc3)nc2n1-c1cccc(C(C)(C)O)n1. Drug 2: O=C(O)C1(Cc2cccc(Nc3nccs3)n2)CCC(Oc2cccc(Cl)c2F)CC1. Cell line: MDAMB436. Synergy scores: synergy=3.57. (3) Drug 1: O=C(O)C1(Cc2cccc(Nc3nccs3)n2)CCC(Oc2cccc(Cl)c2F)CC1. Drug 2: CCc1c2c(nc3ccc(O)cc13)-c1cc3c(c(=O)n1C2)COC(=O)C3(O)CC. Cell line: PA1. Synergy scores: synergy=1.85. (4) Drug 1: COC12C(COC(N)=O)C3=C(C(=O)C(C)=C(N)C3=O)N1CC1NC12. Drug 2: Cn1c(=O)n(-c2ccc(C(C)(C)C#N)cc2)c2c3cc(-c4cnc5ccccc5c4)ccc3ncc21. Cell line: SW620. Synergy scores: synergy=11.5. (5) Drug 1: CC(C)CC(NC(=O)C(Cc1ccccc1)NC(=O)c1cnccn1)B(O)O. Drug 2: NC1CCCCC1N.O=C(O)C(=O)O.[Pt+2]. Cell line: MDAMB436. Synergy scores: synergy=-4.97. (6) Drug 1: CCC1=CC2CN(C1)Cc1c([nH]c3ccccc13)C(C(=O)OC)(c1cc3c(cc1OC)N(C)C1C(O)(C(=O)OC)C(OC(C)=O)C4(CC)C=CCN5CCC31C54)C2. Drug 2: O=C(O)C1(Cc2cccc(Nc3nccs3)n2)CCC(Oc2cccc(Cl)c2F)CC1. Cell line: HT144. Synergy scores: synergy=-14.1. (7) Drug 1: CN1C(=O)C=CC2(C)C3CCC4(C)C(NC(=O)OCC(F)(F)F)CCC4C3CCC12. Drug 2: COc1cccc2c1C(=O)c1c(O)c3c(c(O)c1C2=O)CC(O)(C(=O)CO)CC3OC1CC(N)C(O)C(C)O1. Cell line: SKOV3. Synergy scores: synergy=19.6. (8) Drug 1: CC1CC2C3CCC4=CC(=O)C=CC4(C)C3(F)C(O)CC2(C)C1(O)C(=O)CO. Drug 2: N#Cc1ccc(Cn2cncc2CN2CCN(c3cccc(Cl)c3)C(=O)C2)cc1. Cell line: SW837. Synergy scores: synergy=10.1. (9) Drug 1: Cn1nnc2c(C(N)=O)ncn2c1=O. Drug 2: O=C(O)C1(Cc2cccc(Nc3nccs3)n2)CCC(Oc2cccc(Cl)c2F)CC1. Cell line: OV90. Synergy scores: synergy=-2.14. (10) Drug 1: C=CCn1c(=O)c2cnc(Nc3ccc(N4CCN(C)CC4)cc3)nc2n1-c1cccc(C(C)(C)O)n1. Drug 2: CCc1cnn2c(NCc3ccc[n+]([O-])c3)cc(N3CCCCC3CCO)nc12. Cell line: NCIH460. Synergy scores: synergy=-3.55.